Predict the reactants needed to synthesize the given product. From a dataset of Retrosynthesis with 50K atom-mapped reactions and 10 reaction types from USPTO. (1) Given the product CCCCCCC#Cc1cscc1Br, predict the reactants needed to synthesize it. The reactants are: Brc1cscc1Br.C#CCCCCCC. (2) Given the product COc1ccc(-c2nc3ccc(OC)cc3s2)c(N)c1, predict the reactants needed to synthesize it. The reactants are: COc1ccc(-c2nc3ccc(OC)cc3s2)c([N+](=O)[O-])c1. (3) Given the product CC(=O)N1CCC(COS(C)(=O)=O)CC1, predict the reactants needed to synthesize it. The reactants are: CC(=O)N1CCC(CO)CC1.CS(=O)(=O)Cl. (4) Given the product CCN(CC)CCCN1c2ccccc2Oc2ccccc21, predict the reactants needed to synthesize it. The reactants are: CCNCC.ClCCCN1c2ccccc2Oc2ccccc21.